The task is: Regression. Given a peptide amino acid sequence and an MHC pseudo amino acid sequence, predict their binding affinity value. This is MHC class I binding data.. This data is from Peptide-MHC class I binding affinity with 185,985 pairs from IEDB/IMGT. (1) The peptide sequence is TLYCVHQGI. The MHC is HLA-A30:01 with pseudo-sequence HLA-A30:01. The binding affinity (normalized) is 0.0135. (2) The peptide sequence is ARYSNFAWY. The MHC is HLA-B18:01 with pseudo-sequence HLA-B18:01. The binding affinity (normalized) is 0.0847. (3) The peptide sequence is SAFNKKTF. The MHC is H-2-Kb with pseudo-sequence H-2-Kb. The binding affinity (normalized) is 0.